From a dataset of Forward reaction prediction with 1.9M reactions from USPTO patents (1976-2016). Predict the product of the given reaction. (1) Given the reactants [Cl:1][C:2]1[CH:10]=[CH:9][C:5]([C:6]([OH:8])=[O:7])=[CH:4][C:3]=1[NH:11][C:12]([C:14]1[C:25](=[O:26])[NH:24][C:17]2[N:18]=[C:19]([O:22][CH3:23])[N:20]=[CH:21][C:16]=2[CH:15]=1)=[O:13].[Cl:27][C:28]1[CH:29]=[C:30]([CH:33]=[CH:34][CH:35]=1)[CH2:31]Br.[F-].C([N+](CCCC)(CCCC)CCCC)CCC, predict the reaction product. The product is: [Cl:27][C:28]1[CH:29]=[C:30]([CH:33]=[CH:34][CH:35]=1)[CH2:31][O:7][C:6](=[O:8])[C:5]1[CH:9]=[CH:10][C:2]([Cl:1])=[C:3]([NH:11][C:12]([C:14]2[C:25](=[O:26])[NH:24][C:17]3[N:18]=[C:19]([O:22][CH3:23])[N:20]=[CH:21][C:16]=3[CH:15]=2)=[O:13])[CH:4]=1. (2) Given the reactants Br[C:2]1[CH:7]=[CH:6][C:5]([CH:8]2[CH2:13][CH2:12][N:11]([C:14]([C:16]3[CH:17]=[CH:18][C:19]([CH3:27])=[C:20]([NH:22][S:23]([CH3:26])(=[O:25])=[O:24])[CH:21]=3)=[O:15])[CH2:10][CH2:9]2)=[CH:4][CH:3]=1.C([Sn](CCCC)(CCCC)[C:33]1[CH:38]=[CH:37][CH:36]=[CH:35][N:34]=1)CCC, predict the reaction product. The product is: [CH3:27][C:19]1[CH:18]=[CH:17][C:16]([C:14]([N:11]2[CH2:12][CH2:13][CH:8]([C:5]3[CH:6]=[CH:7][C:2]([C:33]4[CH:38]=[CH:37][CH:36]=[CH:35][N:34]=4)=[CH:3][CH:4]=3)[CH2:9][CH2:10]2)=[O:15])=[CH:21][C:20]=1[NH:22][S:23]([CH3:26])(=[O:25])=[O:24].